From a dataset of Forward reaction prediction with 1.9M reactions from USPTO patents (1976-2016). Predict the product of the given reaction. (1) The product is: [NH2:11][C@H:12]1[CH2:17][CH2:16][N:15]([C:18]2[CH:19]=[CH:20][C:21]([F:28])=[C:22]([CH:27]=2)[C:23]([O:25][CH3:26])=[O:24])[CH2:14][C@H:13]1[O:29][CH3:30]. Given the reactants C(OC([NH:11][C@H:12]1[CH2:17][CH2:16][N:15]([C:18]2[CH:19]=[CH:20][C:21]([F:28])=[C:22]([CH:27]=2)[C:23]([O:25][CH3:26])=[O:24])[CH2:14][C@H:13]1[O:29][CH3:30])=O)C1C=CC=CC=1, predict the reaction product. (2) Given the reactants C[C:2]1[C:7](=[O:8])[CH:6]=[CH:5][C:4](=[O:9])[C:3]=1[CH3:10].[CH:11](OC)(OC)OC.[OH2:18].[C:19]1(C)[CH:24]=CC=[CH:21][CH:20]=1, predict the reaction product. The product is: [CH3:24][CH:19]1[CH:20]([CH3:21])[O:8][C:7]2([CH:2]=[C:3]([CH3:10])[C:4](=[O:9])[C:5]([CH3:11])=[CH:6]2)[O:18]1.